Task: Predict the reactants needed to synthesize the given product.. Dataset: Full USPTO retrosynthesis dataset with 1.9M reactions from patents (1976-2016) Given the product [CH:9]1([N:6]2[CH:7]=[CH:8][C:4]([N+:1]([O-:3])=[O:2])=[N:5]2)[CH2:11][CH2:10]1, predict the reactants needed to synthesize it. The reactants are: [N+:1]([C:4]1[CH:8]=[CH:7][NH:6][N:5]=1)([O-:3])=[O:2].[CH:9]1(B(O)O)[CH2:11][CH2:10]1.C(=O)([O-])[O-].[Na+].[Na+].N1C=CC=CC=1C1C=CC=CN=1.